From a dataset of Full USPTO retrosynthesis dataset with 1.9M reactions from patents (1976-2016). Predict the reactants needed to synthesize the given product. (1) Given the product [F:1][C:2]1[CH:3]=[C:4]2[C:9](=[CH:10][CH:11]=1)[N:8]=[C:7]([NH:12][C@H:13]1[CH2:17][CH2:16][C@H:15]([NH:18][CH2:30][C:23]3[C:24]4[C:25](=[CH:26][N:27]=[CH:28][CH:29]=4)[N:21]([CH3:20])[CH:22]=3)[CH2:14]1)[CH:6]=[C:5]2[CH3:19], predict the reactants needed to synthesize it. The reactants are: [F:1][C:2]1[CH:3]=[C:4]2[C:9](=[CH:10][CH:11]=1)[N:8]=[C:7]([NH:12][C@H:13]1[CH2:17][CH2:16][C@H:15]([NH2:18])[CH2:14]1)[CH:6]=[C:5]2[CH3:19].[CH3:20][N:21]1[C:25]2=[CH:26][N:27]=[CH:28][CH:29]=[C:24]2[C:23]([CH:30]=O)=[CH:22]1.[BH4-].[Na+]. (2) Given the product [Cl:1][C:2]1[CH:7]=[CH:6][C:5]([CH3:8])=[C:4]([NH2:9])[CH:3]=1, predict the reactants needed to synthesize it. The reactants are: [Cl:1][C:2]1[CH:7]=[CH:6][C:5]([CH3:8])=[C:4]([N+:9]([O-])=O)[CH:3]=1.